From a dataset of NCI-60 drug combinations with 297,098 pairs across 59 cell lines. Regression. Given two drug SMILES strings and cell line genomic features, predict the synergy score measuring deviation from expected non-interaction effect. (1) Synergy scores: CSS=18.4, Synergy_ZIP=-3.75, Synergy_Bliss=0.445, Synergy_Loewe=-7.78, Synergy_HSA=-0.0738. Cell line: T-47D. Drug 2: C1=NC2=C(N1)C(=S)N=C(N2)N. Drug 1: CC12CCC(CC1=CCC3C2CCC4(C3CC=C4C5=CN=CC=C5)C)O. (2) Drug 1: CC1C(C(CC(O1)OC2CC(OC(C2O)C)OC3=CC4=CC5=C(C(=O)C(C(C5)C(C(=O)C(C(C)O)O)OC)OC6CC(C(C(O6)C)O)OC7CC(C(C(O7)C)O)OC8CC(C(C(O8)C)O)(C)O)C(=C4C(=C3C)O)O)O)O. Drug 2: CC1CCC2CC(C(=CC=CC=CC(CC(C(=O)C(C(C(=CC(C(=O)CC(OC(=O)C3CCCCN3C(=O)C(=O)C1(O2)O)C(C)CC4CCC(C(C4)OC)O)C)C)O)OC)C)C)C)OC. Cell line: MDA-MB-435. Synergy scores: CSS=34.5, Synergy_ZIP=1.15, Synergy_Bliss=4.18, Synergy_Loewe=-0.772, Synergy_HSA=2.53. (3) Drug 2: CN1C(=O)N2C=NC(=C2N=N1)C(=O)N. Drug 1: CS(=O)(=O)C1=CC(=C(C=C1)C(=O)NC2=CC(=C(C=C2)Cl)C3=CC=CC=N3)Cl. Synergy scores: CSS=-12.8, Synergy_ZIP=0.276, Synergy_Bliss=-12.8, Synergy_Loewe=-14.1, Synergy_HSA=-14.9. Cell line: CAKI-1. (4) Drug 1: CC1=C2C(C(=O)C3(C(CC4C(C3C(C(C2(C)C)(CC1OC(=O)C(C(C5=CC=CC=C5)NC(=O)OC(C)(C)C)O)O)OC(=O)C6=CC=CC=C6)(CO4)OC(=O)C)O)C)O. Drug 2: CC1CCCC2(C(O2)CC(NC(=O)CC(C(C(=O)C(C1O)C)(C)C)O)C(=CC3=CSC(=N3)C)C)C. Cell line: IGROV1. Synergy scores: CSS=33.6, Synergy_ZIP=3.38, Synergy_Bliss=3.41, Synergy_Loewe=-4.63, Synergy_HSA=0.113. (5) Drug 1: C1=C(C(=O)NC(=O)N1)F. Drug 2: C1=CC=C(C=C1)NC(=O)CCCCCCC(=O)NO. Cell line: SNB-75. Synergy scores: CSS=22.1, Synergy_ZIP=-7.11, Synergy_Bliss=-3.94, Synergy_Loewe=-1.66, Synergy_HSA=-0.500. (6) Drug 1: C1=CC(=CC=C1CCCC(=O)O)N(CCCl)CCCl. Drug 2: C1CN(P(=O)(OC1)NCCCl)CCCl. Cell line: TK-10. Synergy scores: CSS=-5.19, Synergy_ZIP=-4.28, Synergy_Bliss=-9.25, Synergy_Loewe=-15.6, Synergy_HSA=-10.3. (7) Drug 1: C1CC(=O)NC(=O)C1N2CC3=C(C2=O)C=CC=C3N. Drug 2: C1=C(C(=O)NC(=O)N1)F. Cell line: HCT-15. Synergy scores: CSS=37.6, Synergy_ZIP=-2.01, Synergy_Bliss=-5.05, Synergy_Loewe=-14.8, Synergy_HSA=-3.61.